This data is from Reaction yield outcomes from USPTO patents with 853,638 reactions. The task is: Predict the reaction yield, written as a fraction of the theoretical maximum amount of product (1.0 means a 100% yield; for example, 0.34 means a 34% yield). (1) The reactants are [CH3:1][C:2]1([CH3:17])[NH:8][CH2:7][C:6]2[CH:9]=[CH:10][C:11]([C:13]([O:15][CH3:16])=[O:14])=[CH:12][C:5]=2[O:4][CH2:3]1.C=O.[BH-](OC(C)=O)(OC(C)=O)O[C:22](C)=O.[Na+].O. The catalyst is C(O)(=O)C. The product is [CH3:1][C:2]1([CH3:17])[N:8]([CH3:22])[CH2:7][C:6]2[CH:9]=[CH:10][C:11]([C:13]([O:15][CH3:16])=[O:14])=[CH:12][C:5]=2[O:4][CH2:3]1. The yield is 0.270. (2) The yield is 0.920. The catalyst is C1(C)C=CC=CC=1.O.CS(C)=O. The reactants are Cl.[CH2:2]([O:4][C:5](=[O:8])[CH2:6][NH2:7])[CH3:3].[CH:9](=O)[C:10]1[CH:15]=[CH:14][CH:13]=[CH:12][CH:11]=1.[OH-].[Na+]. The product is [CH2:2]([O:4][C:5](=[O:8])[CH2:6]/[N:7]=[CH:9]/[C:10]1[CH:15]=[CH:14][CH:13]=[CH:12][CH:11]=1)[CH3:3]. (3) The reactants are [NH2:1][C:2]1[C:9]([O:10]C)=[CH:8][C:7]([CH2:12][CH:13]([CH3:15])[CH3:14])=[CH:6][C:3]=1[C:4]#[N:5].B(Br)(Br)Br.C(=O)([O-])O.[Na+]. The catalyst is ClCCl. The product is [NH2:1][C:2]1[C:9]([OH:10])=[CH:8][C:7]([CH2:12][CH:13]([CH3:15])[CH3:14])=[CH:6][C:3]=1[C:4]#[N:5]. The yield is 0.710. (4) The reactants are [F:1][C:2]1[CH:7]=[CH:6][C:5]([N:8]2[CH2:13][CH2:12][N:11]([S:14]([C:17]3[CH:18]=[C:19]([CH:23]4[CH2:28][CH2:27][N:26](C(OC(C)(C)C)=O)[CH2:25][CH2:24]4)[CH:20]=[CH:21][CH:22]=3)(=[O:16])=[O:15])[C@H:10]([CH3:36])[CH2:9]2)=[C:4]([C:37]([F:40])([F:39])[F:38])[CH:3]=1.C(O)(C(F)(F)F)=O. The catalyst is C(Cl)Cl. The product is [F:1][C:2]1[CH:7]=[CH:6][C:5]([N:8]2[CH2:13][CH2:12][N:11]([S:14]([C:17]3[CH:22]=[CH:21][CH:20]=[C:19]([CH:23]4[CH2:28][CH2:27][NH:26][CH2:25][CH2:24]4)[CH:18]=3)(=[O:16])=[O:15])[C@H:10]([CH3:36])[CH2:9]2)=[C:4]([C:37]([F:40])([F:38])[F:39])[CH:3]=1. The yield is 0.890.